From a dataset of Full USPTO retrosynthesis dataset with 1.9M reactions from patents (1976-2016). Predict the reactants needed to synthesize the given product. (1) Given the product [Cl:1][C:2]1[CH:3]=[C:4]2[C:8](=[CH:9][CH:10]=1)[N:7]([CH2:11][C:12]([OH:14])=[O:13])[C:6](=[O:19])[C:5]12[C:23](=[O:24])[N:22]([CH2:30][C:29]2[CH:32]=[C:33]([F:36])[CH:34]=[CH:35][C:28]=2[F:27])[C:21](=[O:25])[N:20]1[CH3:26], predict the reactants needed to synthesize it. The reactants are: [Cl:1][C:2]1[CH:3]=[C:4]2[C:8](=[CH:9][CH:10]=1)[N:7]([CH2:11][C:12]([O:14]C(C)(C)C)=[O:13])[C:6](=[O:19])[C:5]12[C:23](=[O:24])[NH:22][C:21](=[O:25])[N:20]1[CH3:26].[F:27][C:28]1[CH:35]=[CH:34][C:33]([F:36])=[CH:32][C:29]=1[CH2:30]Br. (2) Given the product [CH3:1][C:2]1[CH:3]=[C:4]([O:9][CH2:12][CH:11]=[CH2:10])[CH:5]=[C:6]([CH3:8])[CH:7]=1, predict the reactants needed to synthesize it. The reactants are: [CH3:1][C:2]1[CH:3]=[C:4]([OH:9])[CH:5]=[C:6]([CH3:8])[CH:7]=1.[CH2:10](Br)[CH:11]=[CH2:12].C(=O)([O-])[O-].[K+].[K+].